From a dataset of Peptide-MHC class II binding affinity with 134,281 pairs from IEDB. Regression. Given a peptide amino acid sequence and an MHC pseudo amino acid sequence, predict their binding affinity value. This is MHC class II binding data. (1) The peptide sequence is SKLTYENVKMEDVGY. The MHC is HLA-DPA10201-DPB11401 with pseudo-sequence HLA-DPA10201-DPB11401. The binding affinity (normalized) is 0.0690. (2) The peptide sequence is GVWAPFNVLKVIRSE. The MHC is DRB1_0802 with pseudo-sequence DRB1_0802. The binding affinity (normalized) is 0.761. (3) The peptide sequence is KILEPFRKYTAFTIP. The MHC is DRB1_1501 with pseudo-sequence DRB1_1501. The binding affinity (normalized) is 0.648. (4) The peptide sequence is EVIPTAFSIGKTYKP. The MHC is HLA-DPA10201-DPB11401 with pseudo-sequence HLA-DPA10201-DPB11401. The binding affinity (normalized) is 0.425. (5) The peptide sequence is EVVDYLGIPASARPV. The MHC is DRB3_0101 with pseudo-sequence DRB3_0101. The binding affinity (normalized) is 0.393. (6) The peptide sequence is RLRTLILAPTRVVAA. The MHC is DRB1_1302 with pseudo-sequence DRB1_1302. The binding affinity (normalized) is 0.804. (7) The peptide sequence is HGQLGGLHLMIGLAK. The MHC is DRB1_0701 with pseudo-sequence DRB1_0701. The binding affinity (normalized) is 0.194. (8) The peptide sequence is AFILDGDFLFPKV. The MHC is DRB3_0101 with pseudo-sequence DRB3_0101. The binding affinity (normalized) is 0.974.